From a dataset of Peptide-MHC class I binding affinity with 185,985 pairs from IEDB/IMGT. Regression. Given a peptide amino acid sequence and an MHC pseudo amino acid sequence, predict their binding affinity value. This is MHC class I binding data. (1) The peptide sequence is AEIDRSFKP. The MHC is HLA-B27:05 with pseudo-sequence HLA-B27:05. The binding affinity (normalized) is 0.0847. (2) The peptide sequence is RVYAHVRSV. The MHC is HLA-A03:19 with pseudo-sequence HLA-A03:19. The binding affinity (normalized) is 1.00. (3) The MHC is HLA-A02:06 with pseudo-sequence HLA-A02:06. The peptide sequence is RPAGARAAF. The binding affinity (normalized) is 0.0847.